Dataset: Peptide-MHC class II binding affinity with 134,281 pairs from IEDB. Task: Regression. Given a peptide amino acid sequence and an MHC pseudo amino acid sequence, predict their binding affinity value. This is MHC class II binding data. (1) The peptide sequence is AFKVAATAANAAPLN. The MHC is DRB1_0802 with pseudo-sequence DRB1_0802. The binding affinity (normalized) is 0.812. (2) The peptide sequence is ASEGAVDIINRWQVV. The MHC is HLA-DQA10401-DQB10402 with pseudo-sequence HLA-DQA10401-DQB10402. The binding affinity (normalized) is 0.516. (3) The peptide sequence is EDLVRAYHSMSSTHE. The MHC is HLA-DQA10201-DQB10202 with pseudo-sequence HLA-DQA10201-DQB10202. The binding affinity (normalized) is 0.364.